From a dataset of Forward reaction prediction with 1.9M reactions from USPTO patents (1976-2016). Predict the product of the given reaction. (1) Given the reactants [Si:1]([O:8][CH2:9][C@H:10]1[O:18][C@H:17]2[C@H:13]([N:14]=[C:15]([N:19]([CH2:27][CH2:28][CH3:29])[C:20](=[O:26])[O:21][C:22]([CH3:25])([CH3:24])[CH3:23])[S:16]2)[C@@H:12]([OH:30])[C@@H:11]1[OH:31])([C:4]([CH3:7])([CH3:6])[CH3:5])([CH3:3])[CH3:2].[H-].[Na+].Br[CH2:35][C:36]1[CH:41]=[CH:40][C:39]([O:42][CH3:43])=[CH:38][CH:37]=1, predict the reaction product. The product is: [Si:1]([O:8][CH2:9][C@H:10]1[O:18][C@H:17]2[C@H:13]([N:14]=[C:15]([N:19]([CH2:27][CH2:28][CH3:29])[C:20](=[O:26])[O:21][C:22]([CH3:23])([CH3:25])[CH3:24])[S:16]2)[C@@H:12]([O:30][CH2:35][C:36]2[CH:41]=[CH:40][C:39]([O:42][CH3:43])=[CH:38][CH:37]=2)[C@@H:11]1[O:31][CH2:35][C:36]1[CH:41]=[CH:40][C:39]([O:42][CH3:43])=[CH:38][CH:37]=1)([C:4]([CH3:5])([CH3:7])[CH3:6])([CH3:3])[CH3:2]. (2) Given the reactants CO[CH:3]1[CH2:7][CH2:6][CH:5](OC)O1.[NH2:10][C:11]1[CH:20]=[CH:19][C:18]2[N:17]=[C:16]([NH2:21])[C:15]3[N:22]=[CH:23][N:24]([CH2:25][CH:26]([CH3:28])[CH3:27])[C:14]=3[C:13]=2[CH:12]=1, predict the reaction product. The product is: [CH3:27][CH:26]([CH3:28])[CH2:25][N:24]1[C:14]2[C:13]3[CH:12]=[C:11]([N:10]4[CH:3]=[CH:7][CH:6]=[CH:5]4)[CH:20]=[CH:19][C:18]=3[N:17]=[C:16]([NH2:21])[C:15]=2[N:22]=[CH:23]1. (3) Given the reactants [OH-].[Na+].[CH3:3][C:4]1[C:9]([CH2:10][O:11][C:12]2[CH:20]=[CH:19][C:18]3[C@@H:17]4[C@@H:21]([C:22]([O:24]CC)=[O:23])[C@@H:16]4[CH2:15][C:14]=3[CH:13]=2)=[CH:8][CH:7]=[CH:6][C:5]=1[C:27]1[C:32]([CH3:33])=[CH:31][CH:30]=[CH:29][C:28]=1[CH3:34].O.Cl, predict the reaction product. The product is: [CH3:3][C:4]1[C:9]([CH2:10][O:11][C:12]2[CH:20]=[CH:19][C:18]3[C@@H:17]4[C@@H:21]([C:22]([OH:24])=[O:23])[C@@H:16]4[CH2:15][C:14]=3[CH:13]=2)=[CH:8][CH:7]=[CH:6][C:5]=1[C:27]1[C:32]([CH3:33])=[CH:31][CH:30]=[CH:29][C:28]=1[CH3:34].